Dataset: NCI-60 drug combinations with 297,098 pairs across 59 cell lines. Task: Regression. Given two drug SMILES strings and cell line genomic features, predict the synergy score measuring deviation from expected non-interaction effect. (1) Drug 1: CC12CCC(CC1=CCC3C2CCC4(C3CC=C4C5=CN=CC=C5)C)O. Drug 2: CC1=C(C(CCC1)(C)C)C=CC(=CC=CC(=CC(=O)O)C)C. Cell line: OVCAR-8. Synergy scores: CSS=13.2, Synergy_ZIP=5.30, Synergy_Bliss=4.24, Synergy_Loewe=4.10, Synergy_HSA=3.71. (2) Drug 1: C1=C(C(=O)NC(=O)N1)N(CCCl)CCCl. Drug 2: C1=CC(=CC=C1CCCC(=O)O)N(CCCl)CCCl. Cell line: SN12C. Synergy scores: CSS=47.0, Synergy_ZIP=0.654, Synergy_Bliss=4.29, Synergy_Loewe=2.14, Synergy_HSA=8.84.